From a dataset of Reaction yield outcomes from USPTO patents with 853,638 reactions. Predict the reaction yield, written as a fraction of the theoretical maximum amount of product (1.0 means a 100% yield; for example, 0.34 means a 34% yield). (1) The reactants are Cl.[CH3:2][CH:3]([CH3:7])[C:4](=[NH:6])[NH2:5].[Cl:8][C:9]([SH:12])(Cl)Cl.[OH-].[Na+]. The catalyst is ClCCl.O. The product is [Cl:8][C:9]1[S:12][N:5]=[C:4]([CH:3]([CH3:7])[CH3:2])[N:6]=1. The yield is 0.462. (2) The reactants are [F:1][C:2]1[CH:3]=[C:4]2[C:8](=[CH:9][CH:10]=1)[NH:7][CH:6]=[CH:5]2.[OH-].[Na+].[C:13]1([S:19](Cl)(=[O:21])=[O:20])[CH:18]=[CH:17][CH:16]=[CH:15][CH:14]=1. The catalyst is S([O-])(O)(=O)=O.C([N+](CCCC)(CCCC)CCCC)CCC.C1(C)C=CC=CC=1. The product is [C:13]1([S:19]([N:7]2[C:8]3[C:4](=[CH:3][C:2]([F:1])=[CH:10][CH:9]=3)[CH:5]=[CH:6]2)(=[O:21])=[O:20])[CH:18]=[CH:17][CH:16]=[CH:15][CH:14]=1. The yield is 0.960. (3) The reactants are I([O-])(=O)(=O)=O.[Na+].[C:12]([OH:14])(=[O:13])[CH:10]([CH:10]([C:12]([OH:14])=[O:13])[OH:11])[OH:11].[OH-].[Na+].[CH3:19][O:20][C:21]1[CH:26]=[CH:25][C:24]([CH2:27][C:28]([C:30]2[CH:35]=[CH:34][C:33]([O:36][CH3:37])=[CH:32][CH:31]=2)=[O:29])=[CH:23][CH:22]=1. The catalyst is O.S(=O)(=O)(O)O.C(O)C. The product is [CH3:19][O:20][C:21]1[CH:22]=[CH:23][C:24]([CH:27]([C:28]([C:30]2[CH:31]=[CH:32][C:33]([O:36][CH3:37])=[CH:34][CH:35]=2)=[O:29])[CH:10]([OH:11])[C:12]([OH:14])=[O:13])=[CH:25][CH:26]=1. The yield is 0.938. (4) The reactants are [Cl:1][C:2]1[CH:23]=[CH:22][C:5]([CH2:6][NH:7][C:8]([C:10]2[C:11](=[O:21])[C:12]3[CH:19]=[C:18](I)[S:17][C:13]=3[N:14]([CH3:16])[CH:15]=2)=[O:9])=[CH:4][CH:3]=1.[CH2:24]([OH:27])[C:25]#[CH:26]. The product is [Cl:1][C:2]1[CH:23]=[CH:22][C:5]([CH2:6][NH:7][C:8]([C:10]2[C:11](=[O:21])[C:12]3[CH:19]=[C:18]([C:26]#[C:25][CH2:24][OH:27])[S:17][C:13]=3[N:14]([CH3:16])[CH:15]=2)=[O:9])=[CH:4][CH:3]=1. The catalyst is C(NCC)C.[Cu](I)I.Cl[Pd](Cl)([P](C1C=CC=CC=1)(C1C=CC=CC=1)C1C=CC=CC=1)[P](C1C=CC=CC=1)(C1C=CC=CC=1)C1C=CC=CC=1. The yield is 0.770. (5) The reactants are [F:1][C:2]1[CH:8]=[C:7]([CH3:9])[CH:6]=[CH:5][C:3]=1N.N([O-])=O.[Na+].C([O-])(O)=O.[Na+].[C-]#N.[K+].[C:22]([Cu])#[N:23]. The catalyst is Cl. The product is [F:1][C:2]1[CH:8]=[C:7]([CH3:9])[CH:6]=[CH:5][C:3]=1[C:22]#[N:23]. The yield is 0.980. (6) The reactants are [F:1][C:2]([F:7])([F:6])[C:3]([OH:5])=[O:4].C(OC([N:15]1[CH2:20][CH2:19][N:18]([CH2:21][CH2:22][F:23])[CH2:17][CH2:16]1)=O)(C)(C)C. The catalyst is C(Cl)Cl. The product is [OH:5][C:3]([C:2]([F:7])([F:6])[F:1])=[O:4].[OH:5][C:3]([C:2]([F:7])([F:6])[F:1])=[O:4].[F:23][CH2:22][CH2:21][N:18]1[CH2:19][CH2:20][NH:15][CH2:16][CH2:17]1. The yield is 0.960. (7) The reactants are B(Br)(Br)Br.[Cl:5][C:6]1[CH:11]=[CH:10][C:9]([CH2:12][C:13]#[N:14])=[CH:8][C:7]=1[O:15]C.O. The catalyst is ClCCl. The product is [Cl:5][C:6]1[CH:11]=[CH:10][C:9]([CH2:12][C:13]#[N:14])=[CH:8][C:7]=1[OH:15]. The yield is 0.850. (8) The reactants are Br[C:2]1[CH:3]=[C:4]([C:25](=[O:37])[NH:26][CH2:27][C:28]2[C:29](=[O:36])[NH:30][C:31]([CH3:35])=[CH:32][C:33]=2[CH3:34])[C:5]([CH3:24])=[C:6]([N:8]([CH2:22][CH3:23])[CH:9]2[CH2:14][CH2:13][N:12]([C:15]([O:17][C:18]([CH3:21])([CH3:20])[CH3:19])=[O:16])[CH2:11][CH2:10]2)[CH:7]=1.B(O)O.C([O-])([O-])=O.[Na+].[Na+].O1[CH2:52][CH2:51][O:50][CH2:49][CH2:48]1.O. The catalyst is O.C1C=CC([P]([Pd]([P](C2C=CC=CC=2)(C2C=CC=CC=2)C2C=CC=CC=2)([P](C2C=CC=CC=2)(C2C=CC=CC=2)C2C=CC=CC=2)[P](C2C=CC=CC=2)(C2C=CC=CC=2)C2C=CC=CC=2)(C2C=CC=CC=2)C2C=CC=CC=2)=CC=1. The product is [CH3:34][C:33]1[CH:32]=[C:31]([CH3:35])[NH:30][C:29](=[O:36])[C:28]=1[CH2:27][NH:26][C:25]([C:4]1[C:5]([CH3:24])=[C:6]([N:8]([CH2:22][CH3:23])[CH:9]2[CH2:10][CH2:11][N:12]([C:15]([O:17][C:18]([CH3:20])([CH3:21])[CH3:19])=[O:16])[CH2:13][CH2:14]2)[CH:7]=[C:2]([C:7]2[CH:6]=[CH:5][C:4]([CH2:25][N:26]3[CH2:52][CH2:51][O:50][CH2:49][CH2:48]3)=[CH:3][CH:2]=2)[CH:3]=1)=[O:37]. The yield is 0.687.